From a dataset of Forward reaction prediction with 1.9M reactions from USPTO patents (1976-2016). Predict the product of the given reaction. (1) Given the reactants [CH2:1]([NH:4][C:5]1[N:6]=[C:7](Cl)[C:8]2[CH:13]=[CH:12][N:11]([CH:14]([CH3:16])[CH3:15])[C:9]=2[N:10]=1)[CH2:2][CH3:3].[CH3:18][CH:19]([NH2:21])[CH3:20].C(=O)([O-])[O-].[K+].[K+].O, predict the reaction product. The product is: [CH2:1]([NH:4][C:5]1[N:6]=[C:7]([NH:21][CH:19]([CH3:20])[CH3:18])[C:8]2[CH:13]=[CH:12][N:11]([CH:14]([CH3:16])[CH3:15])[C:9]=2[N:10]=1)[CH2:2][CH3:3]. (2) Given the reactants [Br:1][C:2]1[CH:3]=[C:4]([CH:9]=[CH:10][C:11]=1[OH:12])[C:5]([O:7][CH3:8])=[O:6].Br[CH:14]([CH3:16])[CH3:15].[I-].[K+].C(=O)([O-])[O-].[K+].[K+], predict the reaction product. The product is: [Br:1][C:2]1[CH:3]=[C:4]([CH:9]=[CH:10][C:11]=1[O:12][CH:14]([CH3:16])[CH3:15])[C:5]([O:7][CH3:8])=[O:6]. (3) Given the reactants F[C:2](F)(C1C=CC(F)=CC=1)C1N=C(NC2C=C(C)NN=2)C2C(=CC(F)=CC=2)N=1.[Cl:29][C:30]1[C:39]2[C:34](=[CH:35][C:36](F)=[CH:37][CH:38]=2)[N:33]=[C:32]([C:41]([F:50])([F:49])[C:42]2[CH:47]=[CH:46][C:45]([F:48])=[CH:44][CH:43]=2)[N:31]=1, predict the reaction product. The product is: [Cl:29][C:30]1[C:39]2[C:34](=[CH:35][C:36]([CH3:2])=[CH:37][CH:38]=2)[N:33]=[C:32]([C:41]([F:49])([F:50])[C:42]2[CH:43]=[CH:44][C:45]([F:48])=[CH:46][CH:47]=2)[N:31]=1.